This data is from Catalyst prediction with 721,799 reactions and 888 catalyst types from USPTO. The task is: Predict which catalyst facilitates the given reaction. (1) Reactant: [Br:1][C:2]1[CH:7]=[C:6]([CH3:8])[C:5]([N:9]2[C:13]3[N:14]=[C:15]([CH3:27])[N:16]=[C:17]([N:18]4[CH2:23][CH2:22][CH:21]([CH2:24][CH2:25][OH:26])[CH2:20][CH2:19]4)[C:12]=3[C:11]([CH3:28])=[CH:10]2)=[C:4]([CH3:29])[CH:3]=1.[ClH:30]. Product: [ClH:30].[Br:1][C:2]1[CH:7]=[C:6]([CH3:8])[C:5]([N:9]2[C:13]3[N:14]=[C:15]([CH3:27])[N:16]=[C:17]([N:18]4[CH2:23][CH2:22][CH:21]([CH2:24][CH2:25][OH:26])[CH2:20][CH2:19]4)[C:12]=3[C:11]([CH3:28])=[CH:10]2)=[C:4]([CH3:29])[CH:3]=1. The catalyst class is: 162. (2) Reactant: C(O[C:6](=O)[N:7](C)[C:8]1[N:16]=[CH:15][N:14]=[C:13]2[C:9]=1[N:10]=[CH:11][N:12]2[C:17]1[CH:22]=[CH:21][C:20]([NH:23][C:24]([NH:26][C:27]2[CH:32]=[CH:31][C:30]([CH2:33][CH:34]=O)=[C:29]([C:36]([F:39])([F:38])[F:37])[CH:28]=2)=[O:25])=[CH:19][CH:18]=1)(C)(C)C.C(O)(=O)C.[CH3:46][NH:47][CH3:48].C([BH3-])#N.[Na+]. Product: [CH3:46][N:47]([CH3:48])[CH2:34][CH2:33][C:30]1[CH:31]=[CH:32][C:27]([NH:26][C:24]([NH:23][C:20]2[CH:19]=[CH:18][C:17]([N:12]3[CH:11]=[N:10][C:9]4[C:13]3=[N:14][CH:15]=[N:16][C:8]=4[NH:7][CH3:6])=[CH:22][CH:21]=2)=[O:25])=[CH:28][C:29]=1[C:36]([F:38])([F:37])[F:39]. The catalyst class is: 8. (3) Reactant: O/[C:2](=[C:7]1\[C:8](=O)[C:9]2[C:14]([CH2:15][CH:16]\1[CH3:17])=[CH:13][C:12]([O:18][CH3:19])=[CH:11][CH:10]=2)/[C:3]([O:5][CH3:6])=[O:4].Cl.[NH2:22][NH2:23].C([O-])(O)=O.[Na+].O. Product: [CH3:19][O:18][C:12]1[CH:11]=[CH:10][C:9]2[C:8]3[C:7](=[C:2]([C:3]([O:5][CH3:6])=[O:4])[NH:22][N:23]=3)[CH:16]([CH3:17])[CH2:15][C:14]=2[CH:13]=1. The catalyst class is: 5. (4) Reactant: [NH2:1][C:2]1[CH:30]=[CH:29][C:5]([O:6][C:7]2[CH:8]=[C:9]([NH:15][C:16](=[O:28])[C:17]3[CH:22]=[CH:21][CH:20]=[C:19]([C:23]4([C:26]#[N:27])[CH2:25][CH2:24]4)[CH:18]=3)[CH:10]=[CH:11][C:12]=2[O:13][CH3:14])=[CH:4][CH:3]=1.[S-:31][C:32]#[N:33].[K+].BrBr. Product: [NH2:33][C:32]1[S:31][C:3]2[CH:4]=[C:5]([O:6][C:7]3[CH:8]=[C:9]([NH:15][C:16](=[O:28])[C:17]4[CH:22]=[CH:21][CH:20]=[C:19]([C:23]5([C:26]#[N:27])[CH2:25][CH2:24]5)[CH:18]=4)[CH:10]=[CH:11][C:12]=3[O:13][CH3:14])[CH:29]=[CH:30][C:2]=2[N:1]=1. The catalyst class is: 15. (5) Reactant: C[O-].[Na+].C[O:5][C:6]([C:8]1([NH:16][C:17](=[O:27])[CH2:18][C:19]2[CH:24]=[C:23]([CH3:25])[CH:22]=[CH:21][C:20]=2[CH3:26])[CH2:13][CH2:12][N:11]([O:14][CH3:15])[CH2:10][CH2:9]1)=O. Product: [CH3:26][C:20]1[CH:21]=[CH:22][C:23]([CH3:25])=[CH:24][C:19]=1[C:18]1[C:17](=[O:27])[NH:16][C:8]2([CH2:9][CH2:10][N:11]([O:14][CH3:15])[CH2:12][CH2:13]2)[C:6]=1[OH:5]. The catalyst class is: 3. (6) Reactant: [N+:1]([C:4]1[CH:5]=[N:6][C:7]2[C:12]([C:13]=1O)=[N:11][CH:10]=[CH:9][CH:8]=2)([O-:3])=[O:2].P(Cl)(Cl)([Cl:17])=O. Product: [Cl:17][C:13]1[C:12]2[C:7](=[CH:8][CH:9]=[CH:10][N:11]=2)[N:6]=[CH:5][C:4]=1[N+:1]([O-:3])=[O:2]. The catalyst class is: 9. (7) Product: [Cl:34][C:29]1[CH:28]=[C:27]([CH:32]=[CH:31][C:30]=1[Cl:33])[C:26]([NH:25][C:17]1[C:18]2[CH2:22][N:21]([C:44]([C:37]3([F:36])[CH2:42][CH2:41][N:40]([CH3:43])[CH2:39][CH2:38]3)=[O:45])[C:20]([CH3:24])([CH3:23])[C:19]=2[NH:15][N:16]=1)=[O:35]. The catalyst class is: 2. Reactant: CCN(C(C)C)C(C)C.C(OC([N:15]1[C:19]2[C:20]([CH3:24])([CH3:23])[NH:21][CH2:22][C:18]=2[C:17]([NH:25][C:26](=[O:35])[C:27]2[CH:32]=[CH:31][C:30]([Cl:33])=[C:29]([Cl:34])[CH:28]=2)=[N:16]1)=O)C.[F:36][C:37]1([C:44](Cl)=[O:45])[CH2:42][CH2:41][N:40]([CH3:43])[CH2:39][CH2:38]1.